This data is from Full USPTO retrosynthesis dataset with 1.9M reactions from patents (1976-2016). The task is: Predict the reactants needed to synthesize the given product. (1) Given the product [Br:1][C@H:2]([CH2:6][C:7]1[CH:12]=[CH:11][CH:10]=[CH:9][CH:8]=1)[C:3]([O-:5])=[O:4].[Li+:21], predict the reactants needed to synthesize it. The reactants are: [Br:1][C@H:2]([CH2:6][C:7]1[CH:12]=[CH:11][CH:10]=[CH:9][CH:8]=1)[C:3]([OH:5])=[O:4].C1(C)C=CC=CC=1.[OH-].[Li+:21]. (2) Given the product [CH2:25]([O:27][C:28]([C:29]1[C:30]([C:5]2[CH:6]=[CH:7][C:2]([Cl:1])=[C:3]([C:11]([NH:13][CH2:14][C:15]34[CH2:24][CH:19]5[CH2:20][CH:21]([CH2:23][CH:17]([CH2:18]5)[CH2:16]3)[CH2:22]4)=[O:12])[CH:4]=2)=[CH:31][CH:32]=[C:33]([O:35][CH3:36])[CH:34]=1)=[O:38])[CH3:26], predict the reactants needed to synthesize it. The reactants are: [Cl:1][C:2]1[CH:7]=[CH:6][C:5](B(O)O)=[CH:4][C:3]=1[C:11]([NH:13][CH2:14][C:15]12[CH2:24][CH:19]3[CH2:20][CH:21]([CH2:23][CH:17]([CH2:18]3)[CH2:16]1)[CH2:22]2)=[O:12].[CH2:25]([O:27][C:28](=[O:38])[C:29]1[CH:34]=[C:33]([O:35][CH3:36])[CH:32]=[CH:31][C:30]=1Br)[CH3:26]. (3) Given the product [Cl:10][C:3]1[C:2]([OH:1])=[CH:9][C:6]([C:7]#[N:8])=[CH:5][N:4]=1, predict the reactants needed to synthesize it. The reactants are: [OH:1][C:2]1[CH:3]=[N:4][CH:5]=[C:6]([CH:9]=1)[C:7]#[N:8].[Cl:10]N1C(=O)CCC1=O. (4) Given the product [Br:12][CH:19]([C:18]1[CH:22]=[CH:9][C:2]([F:1])=[N:3][CH:4]=1)[CH3:20], predict the reactants needed to synthesize it. The reactants are: [F:1][C:2]1[CH:9]=CC(C=O)=[CH:4][N:3]=1.C[Mg][Br:12].CS(Cl)(=O)=O.[CH2:18]1[CH2:22]O[CH2:20][CH2:19]1. (5) Given the product [C:1]12([NH:11][CH2:12][C:13]3[S:14][C:15]([Br:24])=[CH:16][N:17]=3)[CH2:10][CH:5]3[CH2:4][CH:3]([CH2:9][CH:7]([CH2:6]3)[CH2:8]1)[CH2:2]2, predict the reactants needed to synthesize it. The reactants are: [C:1]12([NH:11][CH2:12][C:13]3[S:14][CH:15]=[CH:16][N:17]=3)[CH2:10][CH:5]3[CH2:6][CH:7]([CH2:9][CH:3]([CH2:4]3)[CH2:2]1)[CH2:8]2.[Li]CCCC.C(Br)(Br)(Br)[Br:24]. (6) Given the product [CH3:1][O:2][C:3](=[O:22])[C:4]1[CH:9]=[CH:8][CH:7]=[C:6]([CH:10]2[C:15]([CH3:17])([CH3:16])[O:14][C:13]([NH:32][C@H:30]([C:25]3[CH:26]=[CH:27][CH:28]=[CH:29][C:24]=3[F:23])[CH3:31])=[N:12][S:11]2(=[O:21])=[O:20])[CH:5]=1, predict the reactants needed to synthesize it. The reactants are: [CH3:1][O:2][C:3](=[O:22])[C:4]1[CH:9]=[CH:8][CH:7]=[C:6]([CH:10]2[C:15]([CH3:17])([CH3:16])[O:14][C:13](OC)=[N:12][S:11]2(=[O:21])=[O:20])[CH:5]=1.[F:23][C:24]1[CH:29]=[CH:28][CH:27]=[CH:26][C:25]=1[C@@H:30]([NH2:32])[CH3:31]. (7) Given the product [CH3:17][O:16][CH2:15][CH2:14][O:13][C:11]([NH:1][C@H:2]([C:7]([OH:9])=[O:8])[CH2:3][CH:4]([CH3:6])[CH3:5])=[O:12], predict the reactants needed to synthesize it. The reactants are: [NH2:1][C@H:2]([C:7]([OH:9])=[O:8])[CH2:3][CH:4]([CH3:6])[CH3:5].Cl[C:11]([O:13][CH2:14][CH2:15][O:16][CH3:17])=[O:12].O.